This data is from Full USPTO retrosynthesis dataset with 1.9M reactions from patents (1976-2016). The task is: Predict the reactants needed to synthesize the given product. Given the product [O:1]1[CH2:6][CH2:5][N:4]([C:7]2[N:12]=[C:11]([N:13]3[CH2:14][CH2:15][O:16][CH2:17][CH2:18]3)[N:10]=[C:9]([C:19]3[CH:20]=[CH:21][C:22]([NH:25][C:26]([NH:27][C:28]4[CH:36]=[CH:35][C:31]([C:32]([N:71]5[CH2:76][CH2:75][NH:74][CH2:73][CH2:72]5)=[O:33])=[CH:30][CH:29]=4)=[O:37])=[CH:23][CH:24]=3)[N:8]=2)[CH2:3][CH2:2]1, predict the reactants needed to synthesize it. The reactants are: [O:1]1[CH2:6][CH2:5][N:4]([C:7]2[N:12]=[C:11]([N:13]3[CH2:18][CH2:17][O:16][CH2:15][CH2:14]3)[N:10]=[C:9]([C:19]3[CH:24]=[CH:23][C:22]([NH:25][C:26](=[O:37])[NH:27][C:28]4[CH:36]=[CH:35][C:31]([C:32](O)=[O:33])=[CH:30][CH:29]=4)=[CH:21][CH:20]=3)[N:8]=2)[CH2:3][CH2:2]1.CCN(C(C)C)C(C)C.CN(C(ON1N=NC2C=CC=CC1=2)=[N+](C)C)C.F[P-](F)(F)(F)(F)F.[NH:71]1[CH2:76][CH2:75][NH:74][CH2:73][CH2:72]1.